Task: Predict which catalyst facilitates the given reaction.. Dataset: Catalyst prediction with 721,799 reactions and 888 catalyst types from USPTO (1) Reactant: OC[C@@H:3]1[N:8]([C:9]([O:11][CH2:12]C2C=CC=CC=2)=[O:10])[CH2:7][C@@H:6]([C:19]([O:21]C)=[O:20])[CH2:5][CH2:4]1.[Li+].[OH-]. Product: [O:10]=[C:9]1[N:8]2[CH2:7][C@@H:6]([C:19]([OH:21])=[O:20])[CH2:5][CH2:4][C@@H:3]2[CH2:12][O:11]1. The catalyst class is: 30. (2) Reactant: Cl.[CH2:2]([NH:5][C:6]([CH:8]1[C:16]2[C:11](=[CH:12][CH:13]=[CH:14][CH:15]=2)[CH2:10][N:9]1[C:17](=[O:33])[C:18]1[CH:23]=[C:22]([Cl:24])[C:21]([O:25]COC)=[CH:20][C:19]=1[O:29]COC)=[O:7])[CH:3]=[CH2:4].C([O-])(O)=O.[Na+]. Product: [CH2:2]([NH:5][C:6]([CH:8]1[C:16]2[C:11](=[CH:12][CH:13]=[CH:14][CH:15]=2)[CH2:10][N:9]1[C:17](=[O:33])[C:18]1[CH:23]=[C:22]([Cl:24])[C:21]([OH:25])=[CH:20][C:19]=1[OH:29])=[O:7])[CH:3]=[CH2:4]. The catalyst class is: 2.